From a dataset of Reaction yield outcomes from USPTO patents with 853,638 reactions. Predict the reaction yield, written as a fraction of the theoretical maximum amount of product (1.0 means a 100% yield; for example, 0.34 means a 34% yield). (1) The reactants are [NH:1]1[CH2:6][CH2:5][CH2:4][C@@H:3]([C:7]([OH:9])=[O:8])[CH2:2]1.[C:10](=O)([O:19]N1C(=O)CCC1=O)[O:11][CH2:12][C:13]1[CH:18]=[CH:17][CH:16]=[CH:15][CH:14]=1.C([O-])([O-])=O.[Na+].[Na+].O1CCOCC1. The catalyst is O. The product is [CH2:12]([O:11][C:10]([N:1]1[CH2:6][CH2:5][CH2:4][C@@H:3]([C:7]([OH:9])=[O:8])[CH2:2]1)=[O:19])[C:13]1[CH:18]=[CH:17][CH:16]=[CH:15][CH:14]=1. The yield is 1.91. (2) The reactants are [Cl:1][C:2]1[CH:6]=[N:5][N:4]([CH3:7])[C:3]=1[C:8]1[CH:9]=[C:10]([NH2:16])[CH:11]=[CH:12][C:13]=1[O:14][CH3:15].[CH2:17]([N:24]=[C:25]=[O:26])[C:18]1[CH:23]=[CH:22][CH:21]=[CH:20][CH:19]=1. No catalyst specified. The product is [CH2:17]([NH:24][C:25]([NH:16][C:10]1[CH:11]=[CH:12][C:13]([O:14][CH3:15])=[C:8]([C:3]2[N:4]([CH3:7])[N:5]=[CH:6][C:2]=2[Cl:1])[CH:9]=1)=[O:26])[C:18]1[CH:23]=[CH:22][CH:21]=[CH:20][CH:19]=1. The yield is 0.461. (3) The reactants are [OH-].[Na+].C[O:4][C:5](=[O:36])/[C:6](/[NH:15][C:16](=[O:35])[C:17]1[CH:22]=[CH:21][C:20]([C:23](=[O:33])[CH2:24][CH2:25][C:26]2[CH:31]=[CH:30][CH:29]=[C:28]([OH:32])[CH:27]=2)=[CH:19][C:18]=1[Cl:34])=[CH:7]/[C:8]1[S:12][C:11]([CH3:13])=[N:10][C:9]=1[CH3:14]. The catalyst is CO.O1CCCC1. The product is [Cl:34][C:18]1[CH:19]=[C:20]([C:23](=[O:33])[CH2:24][CH2:25][C:26]2[CH:31]=[CH:30][CH:29]=[C:28]([OH:32])[CH:27]=2)[CH:21]=[CH:22][C:17]=1[C:16]([NH:15]/[C:6](=[CH:7]\[C:8]1[S:12][C:11]([CH3:13])=[N:10][C:9]=1[CH3:14])/[C:5]([OH:36])=[O:4])=[O:35]. The yield is 0.710. (4) The reactants are [O:1]1[C:5]2[CH:6]=[CH:7][CH:8]=[CH:9][C:4]=2[CH:3]=[C:2]1[C:10]([OH:12])=O.[CH3:13][C:14]1([CH3:28])[C:18]([CH3:20])([CH3:19])[O:17][B:16]([C:21]2[CH:26]=[CH:25][C:24]([NH2:27])=[CH:23][CH:22]=2)[O:15]1. No catalyst specified. The product is [CH3:19][C:18]1([CH3:20])[C:14]([CH3:13])([CH3:28])[O:15][B:16]([C:21]2[CH:26]=[CH:25][C:24]([NH:27][C:10]([C:2]3[O:1][C:5]4[CH:6]=[CH:7][CH:8]=[CH:9][C:4]=4[CH:3]=3)=[O:12])=[CH:23][CH:22]=2)[O:17]1. The yield is 0.830.